From a dataset of Forward reaction prediction with 1.9M reactions from USPTO patents (1976-2016). Predict the product of the given reaction. Given the reactants [Br:1][C:2]1[CH:3]=[N:4][C:5]([C:8](=[O:10])[CH3:9])=[N:6][CH:7]=1.[CH3:11][Mg]Br, predict the reaction product. The product is: [Br:1][C:2]1[CH:3]=[N:4][C:5]([C:8]([OH:10])([CH3:11])[CH3:9])=[N:6][CH:7]=1.